Dataset: Forward reaction prediction with 1.9M reactions from USPTO patents (1976-2016). Task: Predict the product of the given reaction. Given the reactants [CH2:1]([O:3][C:4]([C:6]1[CH:10]=[CH:9][O:8][CH:7]=1)=[O:5])[CH3:2].BrBr.C1(P(C2C=CC=CC=2)C2C=CC=CC=2)C=CC=CC=1.C(N(CC)CC)C.O.Cl.[C:41]([OH:44])(=[O:43])C, predict the reaction product. The product is: [CH2:1]([O:3][C:4]([C:6]1[CH:10]=[C:9]([C:41]([OH:44])=[O:43])[O:8][CH:7]=1)=[O:5])[CH3:2].